Dataset: Forward reaction prediction with 1.9M reactions from USPTO patents (1976-2016). Task: Predict the product of the given reaction. (1) Given the reactants CN(C(/N=N/C(N(C)C)=O)=O)C.C(OC([N:20]1[CH2:25][CH2:24][N:23]([C:26]2[C:27]([O:32][CH2:33][CH2:34][OH:35])=[N:28][CH:29]=[CH:30][N:31]=2)[CH2:22][CH2:21]1)=O)(C)(C)C.O[C:37]1[CH:46]=[CH:45][CH:44]=[C:43]2[C:38]=1[N:39]=[CH:40][CH:41]=[N:42]2.C1C=CC(P(C2C=CC=CC=2)C2C=CC=CC=2)=CC=1.[ClH:66], predict the reaction product. The product is: [ClH:66].[N:23]1([C:26]2[C:27]([O:32][CH2:33][CH2:34][O:35][C:37]3[CH:46]=[CH:45][CH:44]=[C:43]4[C:38]=3[N:39]=[CH:40][CH:41]=[N:42]4)=[N:28][CH:29]=[CH:30][N:31]=2)[CH2:22][CH2:21][NH:20][CH2:25][CH2:24]1. (2) The product is: [OH:2][C:3]1[C:11]2[CH:10]=[C:9]([C:12]3[N:16]=[C:15]([CH3:17])[O:14][N:13]=3)[O:8][C:7]=2[CH:6]=[CH:5][CH:4]=1. Given the reactants C[O:2][C:3]1[C:11]2[CH:10]=[C:9]([C:12]3[N:16]=[C:15]([CH3:17])[O:14][N:13]=3)[O:8][C:7]=2[CH:6]=[CH:5][CH:4]=1.B(Br)(Br)Br, predict the reaction product. (3) Given the reactants Br[CH:2]([C:8]1[CH:13]=[CH:12][CH:11]=[CH:10][CH:9]=1)[C:3]([O:5][CH2:6][CH3:7])=[O:4].[CH3:14][S:15][C:16]1[CH:17]=[C:18]([CH:20]=[CH:21][CH:22]=1)[NH2:19].CCN(C(C)C)C(C)C, predict the reaction product. The product is: [CH2:6]([O:5][C:3](=[O:4])[CH:2]([NH:19][C:18]1[CH:20]=[CH:21][CH:22]=[C:16]([S:15][CH3:14])[CH:17]=1)[C:8]1[CH:13]=[CH:12][CH:11]=[CH:10][CH:9]=1)[CH3:7]. (4) Given the reactants [F:1][C:2]1[C:3]([NH:19][C@@H:20]2[CH2:25][CH2:24][CH2:23][N:22]([C:26](=[O:29])[CH:27]=[CH2:28])[CH2:21]2)=[N:4][C:5]([NH:8][C:9]2[CH:18]=[C:17]3[C:12]([CH2:13][CH2:14][NH:15][CH2:16]3)=[CH:11][CH:10]=2)=[N:6][CH:7]=1.C([O-])([O-])=O.[K+].[K+].CC1C=CC(S(O[CH2:47][CH:48]2[CH2:51][O:50][CH2:49]2)(=O)=O)=CC=1, predict the reaction product. The product is: [F:1][C:2]1[C:3]([NH:19][C@@H:20]2[CH2:25][CH2:24][CH2:23][N:22]([C:26](=[O:29])[CH:27]=[CH2:28])[CH2:21]2)=[N:4][C:5]([NH:8][C:9]2[CH:18]=[C:17]3[C:12]([CH2:13][CH2:14][N:15]([CH2:47][CH:48]4[CH2:51][O:50][CH2:49]4)[CH2:16]3)=[CH:11][CH:10]=2)=[N:6][CH:7]=1. (5) Given the reactants [Na:1].Cl[CH2:3][C:4]([O-:6])=[O:5].[Na+].[CH2:8]([OH:11])[CH2:9][OH:10], predict the reaction product. The product is: [C:4]([O:6][O:10][CH2:9][CH2:8][OH:11])(=[O:5])[CH3:3].[Na:1]. (6) Given the reactants [CH:1]([C:3]1[CH:8]=[CH:7][CH:6]=[CH:5][C:4]=1B(O)O)=[CH2:2].[C:12]([O:16][C:17](=[O:38])[NH:18][C:19]([C:21]1[S:22][C:23]([S:36][CH3:37])=[C:24]([S:26]([C:29]2[CH:34]=[CH:33][CH:32]=[C:31](Br)[CH:30]=2)(=[O:28])=[O:27])[CH:25]=1)=[NH:20])([CH3:15])([CH3:14])[CH3:13].C([O-])([O-])=O.[Na+].[Na+], predict the reaction product. The product is: [C:12]([O:16][C:17](=[O:38])[NH:18][C:19](=[NH:20])[C:21]1[S:22][C:23]([S:36][CH3:37])=[C:24]([S:26]([C:29]2[CH:30]=[C:31]([C:4]3[CH:5]=[CH:6][CH:7]=[CH:8][C:3]=3[CH:1]=[CH2:2])[CH:32]=[CH:33][CH:34]=2)(=[O:28])=[O:27])[CH:25]=1)([CH3:15])([CH3:14])[CH3:13].